From a dataset of Aqueous solubility values for 9,982 compounds from the AqSolDB database. Regression/Classification. Given a drug SMILES string, predict its absorption, distribution, metabolism, or excretion properties. Task type varies by dataset: regression for continuous measurements (e.g., permeability, clearance, half-life) or binary classification for categorical outcomes (e.g., BBB penetration, CYP inhibition). For this dataset (solubility_aqsoldb), we predict Y. (1) The compound is CCCCCCCCCCOC(C)=O. The Y is -4.99 log mol/L. (2) The molecule is CCCC[N+](CCCC)(CCCC)CCCC.[Br-]. The Y is 1.33 log mol/L. (3) The molecule is C=C(C)C(=O)OCCCCCC. The Y is -3.76 log mol/L. (4) The molecule is CCC1(C)OC(=O)NC1=O. The Y is 0.0203 log mol/L. (5) The drug is NCC(F)F. The Y is 0.523 log mol/L. (6) The molecule is O=[Se]([O-])[O-].[Zn+2]. The Y is -4.08 log mol/L. (7) The drug is C[As](=O)([O-])O.[Na+]. The Y is 0.554 log mol/L. (8) The drug is CCCCOC(=O)Oc1ccc(NC(C)=O)cc1. The Y is -3.37 log mol/L. (9) The molecule is ClCCCBr. The Y is -1.94 log mol/L. (10) The drug is CCCC1CCC(C2CCC(c3ccc(-c4cc(F)c(F)c(F)c4)c(F)c3)CC2)CC1. The Y is -6.64 log mol/L.